From a dataset of Forward reaction prediction with 1.9M reactions from USPTO patents (1976-2016). Predict the product of the given reaction. (1) Given the reactants I[C:2]1[CH:3]=[CH:4][C:5](/[CH:8]=[CH:9]/[CH2:10][OH:11])=[N:6][CH:7]=1.[Cl:12][C:13]1[CH:18]=[CH:17][C:16]([C:19]2[CH:20]=[CH:21][C:22]([C:25]#[CH:26])=[N:23][CH:24]=2)=[CH:15][CH:14]=1.C(N(CC)CC)C, predict the reaction product. The product is: [Cl:12][C:13]1[CH:14]=[CH:15][C:16]([C:19]2[CH:20]=[CH:21][C:22]([C:25]#[C:26][C:2]3[CH:3]=[CH:4][C:5](/[CH:8]=[CH:9]/[CH2:10][OH:11])=[N:6][CH:7]=3)=[N:23][CH:24]=2)=[CH:17][CH:18]=1. (2) The product is: [ClH:41].[CH3:12][CH:10]([O:9][C:8]1[CH:7]=[CH:6][C:5]([C:13]2[O:17][N:16]=[C:15]([C:18]3[CH:27]=[CH:26][CH:25]=[C:24]4[C:19]=3[CH2:20][CH2:21][N:22]([C:28](=[O:40])[C@H:29]([CH2:30][OH:31])[NH2:32])[CH2:23]4)[N:14]=2)=[CH:4][C:3]=1[C:1]#[N:2])[CH3:11]. Given the reactants [C:1]([C:3]1[CH:4]=[C:5]([C:13]2[O:17][N:16]=[C:15]([C:18]3[CH:27]=[CH:26][CH:25]=[C:24]4[C:19]=3[CH2:20][CH2:21][N:22]([C:28](=[O:40])[C@@H:29]([NH:32]C(=O)OC(C)(C)C)[CH2:30][OH:31])[CH2:23]4)[N:14]=2)[CH:6]=[CH:7][C:8]=1[O:9][CH:10]([CH3:12])[CH3:11])#[N:2].[ClH:41].CCOCC, predict the reaction product. (3) The product is: [C:25]1([C:31]([C:32]2[CH:33]=[CH:34][CH:35]=[CH:36][CH:37]=2)([C:38]2[CH:39]=[CH:40][CH:41]=[CH:42][CH:43]=2)[N:1]2[CH:5]=[C:4](/[CH:6]=[CH:7]/[C:8]([O:10][CH2:11][CH2:12][CH2:13][CH3:14])=[O:9])[N:3]=[CH:2]2)[CH:26]=[CH:27][CH:28]=[CH:29][CH:30]=1. Given the reactants [NH:1]1[CH:5]=[C:4](/[CH:6]=[CH:7]/[C:8]([O:10][CH2:11][CH2:12][CH2:13][CH3:14])=[O:9])[N:3]=[CH:2]1.C(Cl)Cl.CCN(CC)CC.[C:25]1([C:31](Cl)([C:38]2[CH:43]=[CH:42][CH:41]=[CH:40][CH:39]=2)[C:32]2[CH:37]=[CH:36][CH:35]=[CH:34][CH:33]=2)[CH:30]=[CH:29][CH:28]=[CH:27][CH:26]=1, predict the reaction product. (4) Given the reactants [OH:1][C:2]1[C:7]([C:8](=[O:10])[CH3:9])=[C:6]([O:11][CH2:12][C:13]([O:15]C)=[O:14])[CH:5]=[CH:4][CH:3]=1.[Br:17][C:18]1[CH:25]=[CH:24][C:21]([CH:22]=O)=[CH:20][CH:19]=1.[OH-].[K+].Cl, predict the reaction product. The product is: [Br:17][C:18]1[CH:25]=[CH:24][C:21]([CH:22]=[CH:9][C:8]([C:7]2[C:2]([OH:1])=[CH:3][CH:4]=[CH:5][C:6]=2[O:11][CH2:12][C:13]([OH:15])=[O:14])=[O:10])=[CH:20][CH:19]=1. (5) Given the reactants [C:1]1([C@H:7]2[CH2:12][CH2:11][C@H:10]([CH2:13][C:14]([O:16][CH2:17][CH3:18])=[O:15])[CH2:9][CH2:8]2)[CH:6]=[CH:5][CH:4]=[CH:3][CH:2]=1.[Al+3].[Cl-].[Cl-].[Cl-].[Br:23][CH2:24][C:25](Br)=[O:26], predict the reaction product. The product is: [Br:23][CH2:24][C:25]([C:4]1[CH:5]=[CH:6][C:1]([C@H:7]2[CH2:8][CH2:9][C@H:10]([CH2:13][C:14]([O:16][CH2:17][CH3:18])=[O:15])[CH2:11][CH2:12]2)=[CH:2][CH:3]=1)=[O:26]. (6) The product is: [C:14]([C:13]1[C:12]([NH:40][CH:41]([C:43]2[CH:44]=[CH:45][C:46]([F:49])=[C:47]([NH:52][C:59]([CH:60]3[CH2:62][CH2:61]3)=[O:63])[CH:48]=2)[CH3:42])=[N:11][C:10]([NH:9][C:6]2[CH:5]=[C:4]([CH:1]3[CH2:3][CH2:2]3)[NH:8][N:7]=2)=[C:17]([F:18])[CH:16]=1)#[N:15]. Given the reactants [CH:1]1([C:4]2[NH:8][N:7]=[C:6]([NH:9][C:10]3[C:17]([F:18])=[CH:16][C:13]([C:14]#[N:15])=[C:12](F)[N:11]=3)[CH:5]=2)[CH2:3][CH2:2]1.ClC1C([NH:40][C@H:41]([C:43]2[CH:48]=[CH:47][C:46]([F:49])=[CH:45][CH:44]=2)[CH3:42])=NC(NC2C=C(OC(C)C)NN=2)=C([N+]([O-])=O)C=1.CC[N:52](C(C)C)C(C)C.[CH2:59]([OH:63])[CH2:60][CH2:61][CH3:62], predict the reaction product. (7) Given the reactants [Cl:1][C:2]1[CH:7]=[CH:6][C:5]([C:8]2[S:12][C:11]([C:13](O)=[O:14])=[C:10]([CH:16]=O)[CH:9]=2)=[CH:4][CH:3]=1.O.[NH2:19][NH2:20].Cl.C([O-])(O)=O.[Na+], predict the reaction product. The product is: [Cl:1][C:2]1[CH:7]=[CH:6][C:5]([C:8]2[S:12][C:11]3[C:13](=[O:14])[NH:19][N:20]=[CH:16][C:10]=3[CH:9]=2)=[CH:4][CH:3]=1. (8) Given the reactants Cl[C:2]1[CH:3]=[C:4]([C:26]([O:28][CH2:29][CH3:30])=[O:27])[C:5]2[C:10]([CH3:11])=[N:9][N:8]([CH2:12][C:13]3[CH:18]=[CH:17][C:16]([O:19][C:20]4[CH:25]=[CH:24][CH:23]=[CH:22][CH:21]=4)=[CH:15][CH:14]=3)[C:6]=2[N:7]=1.[NH2:31][CH2:32][CH2:33][N:34]1[CH2:39][CH2:38][O:37][CH2:36][CH2:35]1.CC(O)C.CN1C(=O)CCC1, predict the reaction product. The product is: [CH3:11][C:10]1[C:5]2[C:4]([C:26]([O:28][CH2:29][CH3:30])=[O:27])=[CH:3][C:2]([NH:31][CH2:32][CH2:33][N:34]3[CH2:39][CH2:38][O:37][CH2:36][CH2:35]3)=[N:7][C:6]=2[N:8]([CH2:12][C:13]2[CH:18]=[CH:17][C:16]([O:19][C:20]3[CH:25]=[CH:24][CH:23]=[CH:22][CH:21]=3)=[CH:15][CH:14]=2)[N:9]=1.